Predict the reactants needed to synthesize the given product. From a dataset of Full USPTO retrosynthesis dataset with 1.9M reactions from patents (1976-2016). (1) Given the product [F:16][C:11]1[C:10]([NH:27][C:26]2[CH:28]=[CH:29][C:30]([I:32])=[CH:31][C:25]=2[F:24])=[C:9]([C:7]([N:5]2[CH2:6][C:3]([OH:2])([C@@H:18]3[CH2:23][CH2:22][CH2:21][CH2:20][NH:19]3)[CH2:4]2)=[O:8])[CH:14]=[CH:13][C:12]=1[F:15], predict the reactants needed to synthesize it. The reactants are: Cl.[OH:2][C:3]1([C@@H:18]2[CH2:23][CH2:22][CH2:21][CH2:20][NH:19]2)[CH2:6][N:5]([C:7]([C:9]2[CH:14]=[CH:13][C:12]([F:15])=[C:11]([F:16])[C:10]=2F)=[O:8])[CH2:4]1.[F:24][C:25]1[CH:31]=[C:30]([I:32])[CH:29]=[CH:28][C:26]=1[NH2:27].[Li+].C[Si]([N-][Si](C)(C)C)(C)C.S(=O)(=O)(O)O. (2) Given the product [Br:15][C:16]1[CH:22]=[C:21]([O:23][C:24]([F:25])([F:26])[F:27])[CH:20]=[CH:19][C:17]=1[NH:18][C:9]([C:4]1[CH:3]=[CH:2][NH:1][N:5]=1)=[O:10], predict the reactants needed to synthesize it. The reactants are: [N:1]1[N:5]2[C:9](=[O:10])[C:4]3[N:5]([N:1]=[CH:2][CH:3]=3)[C:9](=[O:10])[C:4]2=[CH:3][CH:2]=1.[Br:15][C:16]1[CH:22]=[C:21]([O:23][C:24]([F:27])([F:26])[F:25])[CH:20]=[CH:19][C:17]=1[NH2:18]. (3) Given the product [F:1][C:2]1[CH:3]=[CH:4][C:5]2[N:9]=[N:8][N:7]([O:10][CH2:17][CH2:16][CH2:15][Cl:14])[C:6]=2[CH:11]=1, predict the reactants needed to synthesize it. The reactants are: [F:1][C:2]1[CH:3]=[CH:4][C:5]2[N:9]=[N:8][N:7]([OH:10])[C:6]=2[CH:11]=1.[H-].[Na+].[Cl:14][CH2:15][CH2:16][CH2:17]Br.O. (4) Given the product [CH3:22][C:2]([CH3:1])([CH3:23])[C:3]#[C:4][C:5]1[S:9][C:8]([C:10]([OH:12])=[O:11])=[C:7]([N:14]([CH:15]2[CH2:16][CH2:17][CH:18]([O:29][CH:26]3[CH2:27][CH2:28][O:24][CH2:25]3)[CH2:19][CH2:20]2)[C:48]([C@@H:42]2[CH2:43][CH2:44][C@@H:45]([CH3:47])[CH2:46][C@@H:41]2[OH:40])=[O:49])[CH:6]=1, predict the reactants needed to synthesize it. The reactants are: [CH3:1][C:2]([CH3:23])([CH3:22])[C:3]#[C:4][C:5]1[S:9][C:8]([C:10]([O:12]C)=[O:11])=[C:7]([NH:14][CH:15]2[CH2:20][CH2:19][C:18](=O)[CH2:17][CH2:16]2)[CH:6]=1.[O:24]1[CH2:28][CH2:27][CH:26]([OH:29])[CH2:25]1.O1CCC(O)CC1.C([O:40][C@H:41]1[CH2:46][C@H:45]([CH3:47])[CH2:44][CH2:43][C@H:42]1[C:48](Cl)=[O:49])(=O)C.[Li+].[OH-].FC(F)(F)C(O)=O. (5) Given the product [Cl:18][C:15]1[CH:14]=[CH:13][C:12]([CH2:11][N:10]2[C:9]3[C:8](=[O:19])[N:7]([CH2:20][CH2:21][CH2:22][OH:23])[C:6](=[O:30])[N:5]([CH3:31])[C:4]=3[N:3]=[C:2]2[C:37]2[CH:38]=[CH:39][CH:40]=[C:35]([O:34][C:33]([F:32])([F:44])[F:45])[CH:36]=2)=[CH:17][CH:16]=1, predict the reactants needed to synthesize it. The reactants are: Br[C:2]1[N:10]([CH2:11][C:12]2[CH:17]=[CH:16][C:15]([Cl:18])=[CH:14][CH:13]=2)[C:9]2[C:8](=[O:19])[N:7]([CH2:20][CH2:21][CH2:22][O:23]C3CCCCO3)[C:6](=[O:30])[N:5]([CH3:31])[C:4]=2[N:3]=1.[F:32][C:33]([F:45])([F:44])[O:34][C:35]1[CH:36]=[C:37](B(O)O)[CH:38]=[CH:39][CH:40]=1.C(=O)([O-])[O-].[Na+].[Na+].CN1CCC(=C2C3C(=CC=CC=3)C=CC3C2=CC=CC=3)CC1.